From a dataset of Reaction yield outcomes from USPTO patents with 853,638 reactions. Predict the reaction yield, written as a fraction of the theoretical maximum amount of product (1.0 means a 100% yield; for example, 0.34 means a 34% yield). (1) The reactants are [Cl:1][C:2]1[CH:7]=[CH:6][C:5]([O:8][C:9]2[CH:14]=[CH:13][C:12](I)=[CH:11][C:10]=2[O:16][CH3:17])=[CH:4][C:3]=1[Cl:18].C([O-])(=O)C.[K+].[CH3:24][C:25]1([CH3:41])[C:29]([CH3:31])([CH3:30])[O:28][B:27]([B:27]2[O:28][C:29]([CH3:31])([CH3:30])[C:25]([CH3:41])([CH3:24])[O:26]2)[O:26]1. The catalyst is O1CCOCC1.C1C=CC(P(C2C=CC=CC=2)[C-]2C=CC=C2)=CC=1.C1C=CC(P(C2C=CC=CC=2)[C-]2C=CC=C2)=CC=1.Cl[Pd]Cl.[Fe+2]. The product is [Cl:18][C:3]1[CH:4]=[C:5]([CH:6]=[CH:7][C:2]=1[Cl:1])[O:8][C:9]1[CH:14]=[CH:13][C:12]([B:27]2[O:28][C:29]([CH3:31])([CH3:30])[C:25]([CH3:41])([CH3:24])[O:26]2)=[CH:11][C:10]=1[O:16][CH3:17]. The yield is 0.110. (2) The yield is 0.420. The reactants are Br[C:2]1[CH:3]=[C:4]([CH:13]=[C:14]([F:16])[CH:15]=1)[CH2:5][N:6]1[CH2:11][CH2:10][N:9]([CH3:12])[CH2:8][CH2:7]1.B1(B2OC(C)(C)C(C)(C)O2)OC(C)(C)C(C)(C)O1.CC([O-])=O.[K+].[O-]P([O-])([O-])=O.[K+].[K+].[K+].Br[C:49]1[CH:50]=[N:51][CH:52]=[C:53]([N+:56]([O-:58])=[O:57])[C:54]=1[NH2:55]. The product is [F:16][C:14]1[CH:15]=[C:2]([C:49]2[CH:50]=[N:51][CH:52]=[C:53]([N+:56]([O-:58])=[O:57])[C:54]=2[NH2:55])[CH:3]=[C:4]([CH2:5][N:6]2[CH2:11][CH2:10][N:9]([CH3:12])[CH2:8][CH2:7]2)[CH:13]=1. The catalyst is C1C=CC(P(C2C=CC=CC=2)[C-]2C=CC=C2)=CC=1.C1C=CC(P(C2C=CC=CC=2)[C-]2C=CC=C2)=CC=1.Cl[Pd]Cl.[Fe+2].C1C=CC([P]([Pd]([P](C2C=CC=CC=2)(C2C=CC=CC=2)C2C=CC=CC=2)([P](C2C=CC=CC=2)(C2C=CC=CC=2)C2C=CC=CC=2)[P](C2C=CC=CC=2)(C2C=CC=CC=2)C2C=CC=CC=2)(C2C=CC=CC=2)C2C=CC=CC=2)=CC=1.O.CN(C=O)C. (3) The reactants are [CH3:1][N:2]1[C:11]2[NH:10][C:9]3[CH:12]=[C:13]([CH3:16])[CH:14]=[CH:15][C:8]=3[N:7]([C:17]([C:19]3[CH:26]=[CH:25][C:22]([C:23]#[N:24])=[C:21]([CH3:27])[CH:20]=3)=[O:18])[CH2:6][C:5]=2[CH:4]=[N:3]1.CC1C=C2N=C3C(=NC(NC3=O)=O)N(C[C@H](O)[C@H](O)[C@H](O)CO)C2=CC=1C.N1CCCC(=O)C2C=CC=CC1=2.[BH4-].[Na+].[NH4+].[Cl-]. The catalyst is CO.O.O.O.O.O.O.[Co](Cl)Cl. The product is [NH2:24][CH2:23][C:22]1[CH:25]=[CH:26][C:19]([C:17]([N:7]2[CH2:6][C:5]3[CH:4]=[N:3][N:2]([CH3:1])[C:11]=3[NH:10][C:9]3[CH:12]=[C:13]([CH3:16])[CH:14]=[CH:15][C:8]2=3)=[O:18])=[CH:20][C:21]=1[CH3:27]. The yield is 0.350. (4) The reactants are [Br:1][C:2]1[CH:22]=[CH:21][C:5]([O:6][CH2:7][CH:8]2[CH2:13][CH2:12][N:11]([CH2:14][C:15](O)([CH2:18][CH3:19])[CH2:16][CH3:17])[CH2:10][CH2:9]2)=[CH:4][CH:3]=1.CCN(S(F)(F)[F:29])CC.C([O-])(O)=O.[Na+]. The catalyst is C(Cl)Cl. The product is [Br:1][C:2]1[CH:22]=[CH:21][C:5]([O:6][CH2:7][CH:8]2[CH2:13][CH2:12][N:11]([CH2:14][C:15]([CH2:18][CH3:19])([F:29])[CH2:16][CH3:17])[CH2:10][CH2:9]2)=[CH:4][CH:3]=1. The yield is 0.870. (5) The reactants are [NH2:1][C:2]1[CH:7]=[C:6]([CH2:8][NH2:9])[CH:5]=[C:4]([Br:10])[C:3]=1[OH:11].C(N(CC)CC)C.[C:19]([O:23][C:24](O[C:24]([O:23][C:19]([CH3:22])([CH3:21])[CH3:20])=[O:25])=[O:25])([CH3:22])([CH3:21])[CH3:20]. The catalyst is CN(C=O)C. The product is [C:19]([O:23][C:24](=[O:25])[NH:9][CH2:8][C:6]1[CH:5]=[C:4]([Br:10])[C:3]([OH:11])=[C:2]([NH2:1])[CH:7]=1)([CH3:22])([CH3:21])[CH3:20]. The yield is 0.370.